From a dataset of Full USPTO retrosynthesis dataset with 1.9M reactions from patents (1976-2016). Predict the reactants needed to synthesize the given product. (1) Given the product [C:1]([O:5][C:6]([N:8]1[CH2:12][CH2:11][CH:10]([F:20])[CH2:9]1)=[O:7])([CH3:4])([CH3:3])[CH3:2], predict the reactants needed to synthesize it. The reactants are: [C:1]([O:5][C:6]([N:8]1[CH2:12][CH2:11][C@@H:10](O)[CH2:9]1)=[O:7])([CH3:4])([CH3:3])[CH3:2].CCN(S(F)(F)[F:20])CC. (2) Given the product [CH3:81][N:79]([CH2:78][C:72]1[CH:73]=[C:74]([OH:77])[CH:75]=[CH:76][C:71]=1[C:67]1[CH:68]=[CH:69][CH:70]=[C:65]([N:55]2[C:56]3[N:63]=[CH:62][C:61]([F:64])=[CH:60][C:57]=3[C:58](=[O:59])[N:53]([C@@H:50]3[CH2:51][CH2:52][C@H:47]([NH:46][C:10]([C:2]4[N:1]=[C:5]5[CH2:6][CH2:7][CH2:8][CH2:9][N:4]5[CH:3]=4)=[O:12])[CH2:48][CH2:49]3)[C:54]2=[O:82])[CH:66]=1)[CH3:80], predict the reactants needed to synthesize it. The reactants are: [N:1]1[C:2]([C:10]([OH:12])=O)=[CH:3][N:4]2[CH2:9][CH2:8][CH2:7][CH2:6][C:5]=12.C(N(CC)C(C)C)(C)C.F[P-](F)(F)(F)(F)F.N1(OC(N(C)C)=[N+](C)C)C2N=CC=CC=2N=N1.[NH2:46][C@@H:47]1[CH2:52][CH2:51][C@H:50]([N:53]2[C:58](=[O:59])[C:57]3[CH:60]=[C:61]([F:64])[CH:62]=[N:63][C:56]=3[N:55]([C:65]3[CH:66]=[C:67]([C:71]4[CH:76]=[CH:75][C:74]([OH:77])=[CH:73][C:72]=4[CH2:78][N:79]([CH3:81])[CH3:80])[CH:68]=[CH:69][CH:70]=3)[C:54]2=[O:82])[CH2:49][CH2:48]1. (3) Given the product [Cl:3][C:4]1[CH:11]=[C:10]([O:12][CH2:13][CH2:14][N:15]([CH3:22])[C:16]2[CH:21]=[CH:20][CH:19]=[CH:18][N:17]=2)[CH:9]=[CH:8][C:5]=1[CH2:6][OH:7], predict the reactants needed to synthesize it. The reactants are: [BH4-].[Na+].[Cl:3][C:4]1[CH:11]=[C:10]([O:12][CH2:13][CH2:14][N:15]([CH3:22])[C:16]2[CH:21]=[CH:20][CH:19]=[CH:18][N:17]=2)[CH:9]=[CH:8][C:5]=1[CH:6]=[O:7].Cl.C(=O)([O-])O.[Na+]. (4) Given the product [Cl:12][C:13]1[CH:14]=[C:15]([NH:16][C:2]2[CH:7]=[CH:6][CH:5]=[CH:4][C:3]=2[CH2:8][C:9]([OH:11])=[O:10])[CH:17]=[C:18]([Cl:21])[C:19]=1[Cl:20], predict the reactants needed to synthesize it. The reactants are: Br[C:2]1[CH:7]=[CH:6][CH:5]=[CH:4][C:3]=1[CH2:8][C:9]([OH:11])=[O:10].[Cl:12][C:13]1[CH:14]=[C:15]([CH:17]=[C:18]([Cl:21])[C:19]=1[Cl:20])[NH2:16]. (5) Given the product [C:8]([C:7]1[C:2]([N:1]=[CH:12][N:13]([CH3:15])[CH3:14])=[N:3][CH:4]=[N:5][CH:6]=1)#[N:9], predict the reactants needed to synthesize it. The reactants are: [NH2:1][C:2]1[C:7]([C:8]#[N:9])=[CH:6][N:5]=[CH:4][N:3]=1.CO[CH:12](OC)[N:13]([CH3:15])[CH3:14]. (6) Given the product [F:28][C:4]1[CH:3]=[C:2]([NH:1][C:43]([C:40]2[C:41](=[O:42])[N:36]([C:33]3[CH:34]=[CH:35][C:30]([F:29])=[CH:31][CH:32]=3)[N:37]=[CH:38][CH:39]=2)=[O:44])[CH:27]=[CH:26][C:5]=1[O:6][C:7]1[CH:12]=[CH:11][N:10]=[C:9]2[CH:13]=[C:14]([C:16]3[CH:25]=[CH:24][C:19]([C:20](=[O:21])[NH:22][CH3:23])=[CH:18][CH:17]=3)[S:15][C:8]=12, predict the reactants needed to synthesize it. The reactants are: [NH2:1][C:2]1[CH:27]=[CH:26][C:5]([O:6][C:7]2[CH:12]=[CH:11][N:10]=[C:9]3[CH:13]=[C:14]([C:16]4[CH:25]=[CH:24][C:19]([C:20]([NH:22][CH3:23])=[O:21])=[CH:18][CH:17]=4)[S:15][C:8]=23)=[C:4]([F:28])[CH:3]=1.[F:29][C:30]1[CH:35]=[CH:34][C:33]([N:36]2[C:41](=[O:42])[C:40]([C:43](O)=[O:44])=[CH:39][CH:38]=[N:37]2)=[CH:32][CH:31]=1. (7) Given the product [CH3:19][C:12]1[CH:13]=[C:14]([S:18][CH2:9][C:7]#[CH:8])[CH:15]=[CH:16][CH:17]=1, predict the reactants needed to synthesize it. The reactants are: C(=O)([O-])[O-].[K+].[K+].[CH2:7]([C:9](C)=O)[CH3:8].[C:12]1([CH3:19])[CH:17]=[CH:16][CH:15]=[C:14]([SH:18])[CH:13]=1.C(Br)C#C. (8) The reactants are: [C:1]([N:4]1[C:13]2[C:8](=[CH:9][C:10]([C:14]3[CH:15]=[C:16]([CH:20]=[CH:21][CH:22]=3)[C:17]([OH:19])=O)=[CH:11][CH:12]=2)[C@H:7]([NH:23][C:24]2[CH:25]=[N:26][CH:27]=[CH:28][CH:29]=2)[CH2:6][C@@H:5]1[CH3:30])(=[O:3])[CH3:2].F[P-](F)(F)(F)(F)F.N1(OC(N(C)C)=[N+](C)C)[C:42]2[N:43]=[CH:44]C=CC=2N=N1.C(N(CC)C(C)C)(C)C.CNC. Given the product [C:1]([N:4]1[C:13]2[C:8](=[CH:9][C:10]([C:14]3[CH:15]=[C:16]([CH:20]=[CH:21][CH:22]=3)[C:17]([N:43]([CH3:44])[CH3:42])=[O:19])=[CH:11][CH:12]=2)[C@H:7]([NH:23][C:24]2[CH:25]=[N:26][CH:27]=[CH:28][CH:29]=2)[CH2:6][C@@H:5]1[CH3:30])(=[O:3])[CH3:2], predict the reactants needed to synthesize it. (9) The reactants are: [CH3:1][O:2][C:3]1[C:8]([N:9]2[CH2:17][C@@H:16]3[C@@H:11]([CH2:12][CH2:13][CH2:14][NH:15]3)[CH2:10]2)=[C:7]([F:18])[CH:6]=[C:5]2[C:19]([C:21]([C:27]([OH:29])=[O:28])=[CH:22][N:23]([CH:24]3[CH2:26][CH2:25]3)[C:4]=12)=[O:20].[ClH:30]. Given the product [CH3:1][O:2][C:3]1[C:8]([N:9]2[CH2:17][C@@H:16]3[C@@H:11]([CH2:12][CH2:13][CH2:14][NH:15]3)[CH2:10]2)=[C:7]([F:18])[CH:6]=[C:5]2[C:19]([C:21]([C:27]([OH:29])=[O:28])=[CH:22][N:23]([CH:24]3[CH2:26][CH2:25]3)[C:4]=12)=[O:20].[ClH:30], predict the reactants needed to synthesize it.